Dataset: Reaction yield outcomes from USPTO patents with 853,638 reactions. Task: Predict the reaction yield, written as a fraction of the theoretical maximum amount of product (1.0 means a 100% yield; for example, 0.34 means a 34% yield). The reactants are Cl[C:2]1[N:3]=[CH:4][C:5]2[C:10]([CH:11]=1)=[CH:9][C:8]([C@H:12]([OH:14])[CH3:13])=[CH:7][CH:6]=2.[CH2:15]([Sn](CCCC)(CCCC)C=C)[CH2:16]CC. The catalyst is Cl[Pd](Cl)([P](C1C=CC=CC=1)(C1C=CC=CC=1)C1C=CC=CC=1)[P](C1C=CC=CC=1)(C1C=CC=CC=1)C1C=CC=CC=1.O1CCOCC1. The product is [CH:15]([C:2]1[N:3]=[CH:4][C:5]2[C:10]([CH:11]=1)=[CH:9][C:8]([C@H:12]([OH:14])[CH3:13])=[CH:7][CH:6]=2)=[CH2:16]. The yield is 0.500.